From a dataset of NCI-60 drug combinations with 297,098 pairs across 59 cell lines. Regression. Given two drug SMILES strings and cell line genomic features, predict the synergy score measuring deviation from expected non-interaction effect. (1) Drug 1: CS(=O)(=O)C1=CC(=C(C=C1)C(=O)NC2=CC(=C(C=C2)Cl)C3=CC=CC=N3)Cl. Drug 2: CC1=C(C=C(C=C1)NC(=O)C2=CC=C(C=C2)CN3CCN(CC3)C)NC4=NC=CC(=N4)C5=CN=CC=C5. Cell line: IGROV1. Synergy scores: CSS=-0.935, Synergy_ZIP=-0.101, Synergy_Bliss=-0.734, Synergy_Loewe=-2.43, Synergy_HSA=-2.28. (2) Drug 1: C1=CC(=CC=C1C#N)C(C2=CC=C(C=C2)C#N)N3C=NC=N3. Drug 2: COC1=C2C(=CC3=C1OC=C3)C=CC(=O)O2. Cell line: LOX IMVI. Synergy scores: CSS=-3.27, Synergy_ZIP=3.27, Synergy_Bliss=2.43, Synergy_Loewe=0.0666, Synergy_HSA=-1.82. (3) Drug 1: C1=NNC2=C1C(=O)NC=N2. Drug 2: CC1C(C(CC(O1)OC2CC(CC3=C2C(=C4C(=C3O)C(=O)C5=CC=CC=C5C4=O)O)(C(=O)C)O)N)O. Cell line: NCI/ADR-RES. Synergy scores: CSS=18.1, Synergy_ZIP=-4.65, Synergy_Bliss=2.59, Synergy_Loewe=-18.0, Synergy_HSA=2.58. (4) Drug 1: CC1=CC=C(C=C1)C2=CC(=NN2C3=CC=C(C=C3)S(=O)(=O)N)C(F)(F)F. Drug 2: C1=CN(C(=O)N=C1N)C2C(C(C(O2)CO)O)O.Cl. Cell line: ACHN. Synergy scores: CSS=50.2, Synergy_ZIP=2.04, Synergy_Bliss=2.15, Synergy_Loewe=-33.3, Synergy_HSA=-0.751. (5) Drug 1: C1C(C(OC1N2C=C(C(=O)NC2=O)F)CO)O. Drug 2: CC12CCC3C(C1CCC2OP(=O)(O)O)CCC4=C3C=CC(=C4)OC(=O)N(CCCl)CCCl.[Na+]. Cell line: NCI-H460. Synergy scores: CSS=37.3, Synergy_ZIP=-3.39, Synergy_Bliss=-4.62, Synergy_Loewe=-30.2, Synergy_HSA=-4.26. (6) Drug 1: COC1=CC(=CC(=C1O)OC)C2C3C(COC3=O)C(C4=CC5=C(C=C24)OCO5)OC6C(C(C7C(O6)COC(O7)C8=CC=CS8)O)O. Drug 2: COCCOC1=C(C=C2C(=C1)C(=NC=N2)NC3=CC=CC(=C3)C#C)OCCOC.Cl. Cell line: MOLT-4. Synergy scores: CSS=89.3, Synergy_ZIP=15.5, Synergy_Bliss=15.2, Synergy_Loewe=-8.99, Synergy_HSA=14.8.